From a dataset of Reaction yield outcomes from USPTO patents with 853,638 reactions. Predict the reaction yield, written as a fraction of the theoretical maximum amount of product (1.0 means a 100% yield; for example, 0.34 means a 34% yield). (1) The reactants are [CH:1]([Si:4]([C:11]#[CH:12])([CH:8]([CH3:10])[CH3:9])[CH:5]([CH3:7])[CH3:6])([CH3:3])[CH3:2].C([Li])[CH2:14][CH2:15][CH3:16].[Br:18][C:19]1[CH:32]=[CH:31][C:30]2[C:29](=O)[C:28]3[C:23](=[CH:24][CH:25]=[C:26]([Br:34])[CH:27]=3)[C:22](=O)[C:21]=2[CH:20]=1.[Sn](Cl)Cl. The catalyst is Cl.O.C1COCC1.CCCCCC. The product is [Br:18][C:19]1[CH:32]=[CH:31][C:30]2[C:21](=[C:22]([C:2]#[C:1][Si:4]([CH:8]([CH3:10])[CH3:9])([CH:15]([CH3:16])[CH3:14])[CH:5]([CH3:7])[CH3:6])[C:23]3[C:28]([C:29]=2[C:12]#[C:11][Si:4]([CH:5]([CH3:6])[CH3:7])([CH:1]([CH3:3])[CH3:2])[CH:8]([CH3:10])[CH3:9])=[CH:27][C:26]([Br:34])=[CH:25][CH:24]=3)[CH:20]=1. The yield is 0.820. (2) The yield is 0.660. The reactants are Br[C:2]1[CH:19]=[CH:18][C:5]([O:6][C:7]2[C:8]3[CH:15]=[CH:14][C:13]([O:16][CH3:17])=[CH:12][C:9]=3[S:10][CH:11]=2)=[CH:4][CH:3]=1.[C:20]([O:24][C:25]([CH3:28])([CH3:27])[CH3:26])(=[O:23])[CH:21]=[CH2:22].C(N(CC)CC)C. The product is [CH3:17][O:16][C:13]1[CH:14]=[CH:15][C:8]2[C:7]([O:6][C:5]3[CH:18]=[CH:19][C:2](/[CH:22]=[CH:21]/[C:20]([O:24][C:25]([CH3:28])([CH3:27])[CH3:26])=[O:23])=[CH:3][CH:4]=3)=[CH:11][S:10][C:9]=2[CH:12]=1. The catalyst is CN(C=O)C.C(Cl)Cl.O.Cl[Pd](Cl)([P](C1C=CC=CC=1)(C1C=CC=CC=1)C1C=CC=CC=1)[P](C1C=CC=CC=1)(C1C=CC=CC=1)C1C=CC=CC=1. (3) The reactants are [CH3:1][S:2](Cl)(=[O:4])=[O:3].[Cl:6][C:7]1[CH:8]=[C:9]([OH:22])[CH:10]=[C:11]([B:13]2[O:17][C:16]([CH3:19])([CH3:18])[C:15]([CH3:21])([CH3:20])[O:14]2)[CH:12]=1.C(N(CC)CC)C. The catalyst is ClCCl. The product is [CH3:1][S:2]([O:22][C:9]1[CH:10]=[C:11]([B:13]2[O:17][C:16]([CH3:18])([CH3:19])[C:15]([CH3:21])([CH3:20])[O:14]2)[CH:12]=[C:7]([Cl:6])[CH:8]=1)(=[O:4])=[O:3]. The yield is 0.860. (4) The reactants are [BH4-].[Na+].[C:3]([N:11]1[C:20]2[C:15](=[CH:16][CH:17]=[CH:18][CH:19]=2)[C:14](=[O:21])[CH2:13][CH2:12]1)(=[O:10])[C:4]1[CH:9]=[CH:8][CH:7]=[CH:6][CH:5]=1. The catalyst is CO. The product is [OH:21][CH:14]1[C:15]2[C:20](=[CH:19][CH:18]=[CH:17][CH:16]=2)[N:11]([C:3]([C:4]2[CH:9]=[CH:8][CH:7]=[CH:6][CH:5]=2)=[O:10])[CH2:12][CH2:13]1. The yield is 0.848. (5) The reactants are [N:1]1[C:10]2[C:5](=[CH:6][C:7]([C:11](=[O:13])[CH3:12])=[CH:8][CH:9]=2)[CH:4]=[CH:3][CH:2]=1.[BrH:14].CC(O)=O.BrBr. No catalyst specified. The product is [BrH:14].[Br:14][CH2:12][C:11]([C:7]1[CH:6]=[C:5]2[C:10](=[CH:9][CH:8]=1)[N:1]=[CH:2][CH:3]=[CH:4]2)=[O:13]. The yield is 0.763. (6) The reactants are [NH2:1][C:2]1[N:7]=[CH:6][C:5](/[CH:8]=[CH:9]/[C:10]([O:12]CC2C=CC=CC=2)=[O:11])=[CH:4][CH:3]=1.[OH-].[Na+]. The catalyst is CO. The product is [NH2:1][C:2]1[N:7]=[CH:6][C:5](/[CH:8]=[CH:9]/[C:10]([OH:12])=[O:11])=[CH:4][CH:3]=1. The yield is 0.720.